From a dataset of Peptide-MHC class II binding affinity with 134,281 pairs from IEDB. Regression. Given a peptide amino acid sequence and an MHC pseudo amino acid sequence, predict their binding affinity value. This is MHC class II binding data. The peptide sequence is ETKYFAATQFEPLAA. The MHC is HLA-DPA10201-DPB10101 with pseudo-sequence HLA-DPA10201-DPB10101. The binding affinity (normalized) is 0.863.